From a dataset of Full USPTO retrosynthesis dataset with 1.9M reactions from patents (1976-2016). Predict the reactants needed to synthesize the given product. (1) The reactants are: Cl.[Cl:2][C:3]1[CH:8]=[CH:7][C:6]([CH:9]([O:23][CH2:24][CH3:25])[CH:10]2[CH2:15][CH2:14][N:13](C(OC(C)(C)C)=O)[CH2:12][CH2:11]2)=[CH:5][CH:4]=1. Given the product [ClH:2].[Cl:2][C:3]1[CH:8]=[CH:7][C:6]([CH:9]([O:23][CH2:24][CH3:25])[CH:10]2[CH2:15][CH2:14][NH:13][CH2:12][CH2:11]2)=[CH:5][CH:4]=1, predict the reactants needed to synthesize it. (2) Given the product [C:1]([N:11]([CH3:45])[C@H:12]([C:22]([NH:24][CH:25]([CH3:44])[CH:26]([NH:36][C:37]([O:39][C:40]([CH3:42])([CH3:41])[CH3:43])=[O:38])[CH2:27][OH:28])=[O:23])[CH2:13][C:14]1[CH:19]=[CH:18][C:17]([O:20][CH3:21])=[CH:16][CH:15]=1)([O:3][CH2:4][C:5]1[CH:10]=[CH:9][CH:8]=[CH:7][CH:6]=1)=[O:2], predict the reactants needed to synthesize it. The reactants are: [C:1]([N:11]([CH3:45])[C@H:12]([C:22]([NH:24][CH:25]([CH3:44])[CH:26]([NH:36][C:37]([O:39][C:40]([CH3:43])([CH3:42])[CH3:41])=[O:38])[CH2:27][O:28][Si](C(C)(C)C)(C)C)=[O:23])[CH2:13][C:14]1[CH:19]=[CH:18][C:17]([O:20][CH3:21])=[CH:16][CH:15]=1)([O:3][CH2:4][C:5]1[CH:10]=[CH:9][CH:8]=[CH:7][CH:6]=1)=[O:2].